This data is from NCI-60 drug combinations with 297,098 pairs across 59 cell lines. The task is: Regression. Given two drug SMILES strings and cell line genomic features, predict the synergy score measuring deviation from expected non-interaction effect. (1) Drug 1: CN(C)C1=NC(=NC(=N1)N(C)C)N(C)C. Drug 2: CCC(=C(C1=CC=CC=C1)C2=CC=C(C=C2)OCCN(C)C)C3=CC=CC=C3.C(C(=O)O)C(CC(=O)O)(C(=O)O)O. Cell line: NCI/ADR-RES. Synergy scores: CSS=-6.10, Synergy_ZIP=1.01, Synergy_Bliss=-3.78, Synergy_Loewe=-6.83, Synergy_HSA=-6.18. (2) Drug 1: CCC1=CC2CC(C3=C(CN(C2)C1)C4=CC=CC=C4N3)(C5=C(C=C6C(=C5)C78CCN9C7C(C=CC9)(C(C(C8N6C)(C(=O)OC)O)OC(=O)C)CC)OC)C(=O)OC.C(C(C(=O)O)O)(C(=O)O)O. Drug 2: C1=NC2=C(N=C(N=C2N1C3C(C(C(O3)CO)O)F)Cl)N. Cell line: NCI-H322M. Synergy scores: CSS=13.3, Synergy_ZIP=-3.41, Synergy_Bliss=-2.89, Synergy_Loewe=-8.06, Synergy_HSA=-2.58. (3) Drug 1: CCC1=C2CN3C(=CC4=C(C3=O)COC(=O)C4(CC)O)C2=NC5=C1C=C(C=C5)O. Drug 2: CC1=C(C(=O)C2=C(C1=O)N3CC4C(C3(C2COC(=O)N)OC)N4)N. Cell line: SK-MEL-5. Synergy scores: CSS=63.2, Synergy_ZIP=-4.13, Synergy_Bliss=-0.530, Synergy_Loewe=1.71, Synergy_HSA=4.16. (4) Drug 1: C#CCC(CC1=CN=C2C(=N1)C(=NC(=N2)N)N)C3=CC=C(C=C3)C(=O)NC(CCC(=O)O)C(=O)O. Drug 2: CCC1(C2=C(COC1=O)C(=O)N3CC4=CC5=C(C=CC(=C5CN(C)C)O)N=C4C3=C2)O.Cl. Cell line: OVCAR-4. Synergy scores: CSS=3.63, Synergy_ZIP=0.00367, Synergy_Bliss=5.81, Synergy_Loewe=1.74, Synergy_HSA=2.18. (5) Synergy scores: CSS=-1.83, Synergy_ZIP=5.54, Synergy_Bliss=8.26, Synergy_Loewe=2.98, Synergy_HSA=2.91. Drug 1: C1CCN(CC1)CCOC2=CC=C(C=C2)C(=O)C3=C(SC4=C3C=CC(=C4)O)C5=CC=C(C=C5)O. Cell line: SK-MEL-28. Drug 2: C1=CC(=CC=C1C#N)C(C2=CC=C(C=C2)C#N)N3C=NC=N3. (6) Drug 1: CC1=C2C(C(=O)C3(C(CC4C(C3C(C(C2(C)C)(CC1OC(=O)C(C(C5=CC=CC=C5)NC(=O)OC(C)(C)C)O)O)OC(=O)C6=CC=CC=C6)(CO4)OC(=O)C)O)C)O. Drug 2: CC1CCCC2(C(O2)CC(NC(=O)CC(C(C(=O)C(C1O)C)(C)C)O)C(=CC3=CSC(=N3)C)C)C. Cell line: SNB-19. Synergy scores: CSS=45.6, Synergy_ZIP=-1.22, Synergy_Bliss=-1.69, Synergy_Loewe=-1.82, Synergy_HSA=0.160.